This data is from NCI-60 drug combinations with 297,098 pairs across 59 cell lines. The task is: Regression. Given two drug SMILES strings and cell line genomic features, predict the synergy score measuring deviation from expected non-interaction effect. Drug 2: C1CN(P(=O)(OC1)NCCCl)CCCl. Drug 1: C1=NC2=C(N=C(N=C2N1C3C(C(C(O3)CO)O)O)F)N. Cell line: K-562. Synergy scores: CSS=0.0540, Synergy_ZIP=2.24, Synergy_Bliss=6.08, Synergy_Loewe=-3.51, Synergy_HSA=0.776.